Dataset: Forward reaction prediction with 1.9M reactions from USPTO patents (1976-2016). Task: Predict the product of the given reaction. (1) Given the reactants Cl[C:2]1[CH:7]=[CH:6][C:5]([N+:8]([O-:10])=[O:9])=[CH:4][N:3]=1.[F:11][C:12]([F:27])([F:26])[C:13]1[CH:25]=[CH:24][CH:23]=[CH:22][C:14]=1[O:15][CH:16]1[CH2:21][CH2:20][NH:19][CH2:18][CH2:17]1.C1CCN2C(=NCCC2)CC1, predict the reaction product. The product is: [N+:8]([C:5]1[CH:6]=[CH:7][C:2]([N:19]2[CH2:18][CH2:17][CH:16]([O:15][C:14]3[CH:22]=[CH:23][CH:24]=[CH:25][C:13]=3[C:12]([F:11])([F:26])[F:27])[CH2:21][CH2:20]2)=[N:3][CH:4]=1)([O-:10])=[O:9]. (2) Given the reactants [CH3:1][C:2]1[CH:7]=[C:6]([N:8]2[CH2:12][CH2:11][CH:10]([N:13]3[CH2:17][CH2:16][CH2:15][CH:14]3[CH3:18])[CH2:9]2)[CH:5]=[CH:4][C:3]=1[NH2:19].[Cl:20][C:21]1[CH:22]=[C:23]2[C:28](=[CH:29][CH:30]=1)[O:27][C:26]([C:31](O)=[O:32])=[CH:25][C:24]2=[O:34], predict the reaction product. The product is: [CH3:1][C:2]1[CH:7]=[C:6]([N:8]2[CH2:12][CH2:11][CH:10]([N:13]3[CH2:17][CH2:16][CH2:15][CH:14]3[CH3:18])[CH2:9]2)[CH:5]=[CH:4][C:3]=1[NH:19][C:31]([C:26]1[O:27][C:28]2[C:23]([C:24](=[O:34])[CH:25]=1)=[CH:22][C:21]([Cl:20])=[CH:30][CH:29]=2)=[O:32]. (3) Given the reactants C[O:2][C:3]([C:5]1[CH:6]=[CH:7][C:8]2[CH2:14][CH2:13][CH2:12][CH:11]([N:15]([C:27]([O:29][C:30]([CH3:33])([CH3:32])[CH3:31])=[O:28])[CH2:16][C@H:17]([OH:26])[CH2:18][O:19][C:20]3[CH:25]=[CH:24][CH:23]=[CH:22][CH:21]=3)[CH2:10][C:9]=2[CH:34]=1)=[O:4].[OH-].[Na+], predict the reaction product. The product is: [C:30]([O:29][C:27]([N:15]([CH:11]1[CH2:10][C:9]2[CH:34]=[C:5]([C:3]([OH:4])=[O:2])[CH:6]=[CH:7][C:8]=2[CH2:14][CH2:13][CH2:12]1)[CH2:16][C@H:17]([OH:26])[CH2:18][O:19][C:20]1[CH:25]=[CH:24][CH:23]=[CH:22][CH:21]=1)=[O:28])([CH3:33])([CH3:31])[CH3:32]. (4) Given the reactants Br[CH2:2][C:3]1[CH:8]=[CH:7][C:6]([C:9]2[CH:13]=[C:12]([C:14]([NH2:16])=[O:15])[O:11][N:10]=2)=[CH:5][CH:4]=1.[F:17][C:18]1[CH:23]=[CH:22][CH:21]=[CH:20][C:19]=1[OH:24].C([O-])([O-])=O.[K+].[K+], predict the reaction product. The product is: [F:17][C:18]1[CH:23]=[CH:22][CH:21]=[CH:20][C:19]=1[O:24][CH2:2][C:3]1[CH:8]=[CH:7][C:6]([C:9]2[CH:13]=[C:12]([C:14]([NH2:16])=[O:15])[O:11][N:10]=2)=[CH:5][CH:4]=1. (5) Given the reactants C[O:2][C:3](=O)[C:4]1C=C[C:7]([C:8](O)=O)=[CH:6][CH:5]=1.CCCC([O:20][CH2:21][C:22]([C:24]1[CH:29]=[CH:28][CH:27]=[CH:26][C:25]=1Br)=[O:23])CC.C([O-])([O-])=O.[K+].[K+].O, predict the reaction product. The product is: [CH2:3]([O:2][C:27]1[CH:26]=[CH:25][C:24]([C:22](=[O:23])[CH2:21][OH:20])=[CH:29][CH:28]=1)[CH2:4][CH2:5][CH2:6][CH2:7][CH3:8].